From a dataset of Reaction yield outcomes from USPTO patents with 853,638 reactions. Predict the reaction yield, written as a fraction of the theoretical maximum amount of product (1.0 means a 100% yield; for example, 0.34 means a 34% yield). The reactants are [CH:1]([NH:4]C(C)C)(C)[CH3:2].C([Li])CCC.C(#N)C.[Br:16][C:17]1[CH:24]=[CH:23][C:20]([C:21]#[N:22])=[CH:19][CH:18]=1. The catalyst is O1CCCC1.O. The product is [NH2:22][C:21]([C:20]1[CH:23]=[CH:24][C:17]([Br:16])=[CH:18][CH:19]=1)=[CH:2][C:1]#[N:4]. The yield is 0.930.